This data is from NCI-60 drug combinations with 297,098 pairs across 59 cell lines. The task is: Regression. Given two drug SMILES strings and cell line genomic features, predict the synergy score measuring deviation from expected non-interaction effect. (1) Drug 1: CC1OCC2C(O1)C(C(C(O2)OC3C4COC(=O)C4C(C5=CC6=C(C=C35)OCO6)C7=CC(=C(C(=C7)OC)O)OC)O)O. Drug 2: C1=CC(=CC=C1CC(C(=O)O)N)N(CCCl)CCCl.Cl. Cell line: NCI-H226. Synergy scores: CSS=17.8, Synergy_ZIP=-1.91, Synergy_Bliss=-0.437, Synergy_Loewe=-4.38, Synergy_HSA=0.356. (2) Drug 1: C1CC2CC3=C(CC1C24CN(S(=O)(=O)N4)CC(F)(F)F)C=CC(=C3)C=CCN5CCC(CC5)C(F)(F)F. Drug 2: CN(C)C(=N)N=C(N)N. Cell line: SK-OV-3. Synergy scores: CSS=15.6, Synergy_ZIP=3.03, Synergy_Bliss=9.67, Synergy_Loewe=5.38, Synergy_HSA=8.96. (3) Drug 1: CC1CCC2CC(C(=CC=CC=CC(CC(C(=O)C(C(C(=CC(C(=O)CC(OC(=O)C3CCCCN3C(=O)C(=O)C1(O2)O)C(C)CC4CCC(C(C4)OC)OCCO)C)C)O)OC)C)C)C)OC. Drug 2: CN1C2=C(C=C(C=C2)N(CCCl)CCCl)N=C1CCCC(=O)O.Cl. Cell line: EKVX. Synergy scores: CSS=17.5, Synergy_ZIP=-1.48, Synergy_Bliss=3.51, Synergy_Loewe=-15.8, Synergy_HSA=1.76.